This data is from Forward reaction prediction with 1.9M reactions from USPTO patents (1976-2016). The task is: Predict the product of the given reaction. (1) The product is: [CH3:18][C:15]1[CH:16]=[CH:17][C:12]([C:11]([N:10]=[C:2]2[N:3]([CH:27]([CH2:32][C:33]3[CH:38]=[CH:37][CH:36]=[CH:35][CH:34]=3)[C:28]([OH:30])=[O:29])[C:4]3[CH:9]=[CH:8][CH:7]=[CH:6][C:5]=3[S:1]2)=[O:19])=[CH:13][CH:14]=1. Given the reactants [S:1]1[C:5]2[CH:6]=[CH:7][CH:8]=[CH:9][C:4]=2[N:3]=[C:2]1[NH:10][C:11](=[O:19])[C:12]1[CH:17]=[CH:16][C:15]([CH3:18])=[CH:14][CH:13]=1.C(=O)([O-])[O-].[K+].[K+].Br[CH:27]([CH2:32][C:33]1[CH:38]=[CH:37][CH:36]=[CH:35][CH:34]=1)[C:28]([O:30]C)=[O:29], predict the reaction product. (2) Given the reactants [Cl:1][C:2]1[CH:7]=[C:6]([N+:8]([O-:10])=[O:9])[C:5](F)=[CH:4][C:3]=1[O:12][CH:13]([CH3:15])[CH3:14].[OH-:16].[Na+], predict the reaction product. The product is: [Cl:1][C:2]1[C:3]([O:12][CH:13]([CH3:15])[CH3:14])=[CH:4][C:5]([OH:16])=[C:6]([N+:8]([O-:10])=[O:9])[CH:7]=1. (3) Given the reactants [OH-].[Na+].[F:3][C:4]1[CH:5]=[C:6](/[CH:31]=[CH:32]/[C:33]([O:35]C)=[O:34])[CH:7]=[C:8]([F:30])[C:9]=1[CH:10]1[C:15]2[NH:16][C:17]3[C:22]([C:14]=2[CH2:13][C:12]([CH3:24])([CH3:23])[N:11]1[CH2:25][C:26]([F:29])([CH3:28])[CH3:27])=[CH:21][CH:20]=[CH:19][CH:18]=3.CO.Cl, predict the reaction product. The product is: [F:30][C:8]1[CH:7]=[C:6](/[CH:31]=[CH:32]/[C:33]([OH:35])=[O:34])[CH:5]=[C:4]([F:3])[C:9]=1[CH:10]1[C:15]2[NH:16][C:17]3[C:22]([C:14]=2[CH2:13][C:12]([CH3:24])([CH3:23])[N:11]1[CH2:25][C:26]([F:29])([CH3:27])[CH3:28])=[CH:21][CH:20]=[CH:19][CH:18]=3. (4) Given the reactants [Br:1][C:2]1[CH:3]=[C:4]([NH:8][C:9](=[O:15])[O:10][C:11]([CH3:14])([CH3:13])[CH3:12])[CH:5]=[CH:6][CH:7]=1.[H-].[Na+].Br[CH2:19][CH2:20][CH2:21][CH3:22].O, predict the reaction product. The product is: [Br:1][C:2]1[CH:3]=[C:4]([N:8]([CH2:19][CH2:20][CH2:21][CH3:22])[C:9](=[O:15])[O:10][C:11]([CH3:12])([CH3:14])[CH3:13])[CH:5]=[CH:6][CH:7]=1.